This data is from Catalyst prediction with 721,799 reactions and 888 catalyst types from USPTO. The task is: Predict which catalyst facilitates the given reaction. (1) Reactant: [CH3:1][NH:2][CH2:3][C:4]1[CH:9]=[CH:8][C:7]([C:10]2[O:14][N:13]=[C:12]([O:15]COC)[CH:11]=2)=[CH:6][CH:5]=1.[CH:19]([O:22][C:23]1[CH:24]=[C:25]([CH:28]=[CH:29][CH:30]=1)[CH2:26]Cl)([CH3:21])[CH3:20].C(=O)([O-])[O-].[K+].[K+]. Product: [CH:19]([O:22][C:23]1[CH:24]=[C:25]([CH:28]=[CH:29][CH:30]=1)[CH2:26][N:2]([CH2:3][C:4]1[CH:5]=[CH:6][C:7]([C:10]2[O:14][N:13]=[C:12]([OH:15])[CH:11]=2)=[CH:8][CH:9]=1)[CH3:1])([CH3:21])[CH3:20]. The catalyst class is: 695. (2) Product: [C:1]([O:9][CH2:10][C:11]1[CH:16]=[CH:15][N:14]=[C:13]([CH2:17][OH:18])[CH:12]=1)(=[O:8])[C:2]1[CH:7]=[CH:6][CH:5]=[CH:4][CH:3]=1. Reactant: [C:1]([O:9][CH2:10][C:11]1[CH:16]=[CH:15][N:14]=[C:13]([CH2:17][O:18]C2CCCCO2)[CH:12]=1)(=[O:8])[C:2]1[CH:7]=[CH:6][CH:5]=[CH:4][CH:3]=1.CO.C1(C)C=CC(S([O-])(=O)=O)=CC=1.[NH+]1C=CC=CC=1.C(=O)([O-])O.[Na+]. The catalyst class is: 22. (3) Product: [F:21][C:2]([F:1])([C:12]([F:19])([F:20])[C:13]([F:17])([F:18])[CH:14]([F:15])[F:16])[CH2:3][CH:23]([C:22]#[N:26])[C:24]#[N:25]. The catalyst class is: 16. Reactant: [F:1][C:2]([F:21])([C:12]([F:20])([F:19])[C:13]([F:18])([F:17])[CH:14]([F:16])[F:15])[CH2:3]OS(C(F)(F)F)(=O)=O.[C:22](#[N:26])[CH2:23][C:24]#[N:25].C(=O)([O-])[O-].[K+].[K+].Cl. (4) Reactant: [NH2:1][N:2]1[C:11](=[O:12])[C:10]2[C:5](=[C:6]([CH3:26])[C:7]([N:14]3[CH2:18][CH2:17][CH:16]([CH:19]([NH2:25])[C:20]4[O:21][CH:22]=[CH:23][N:24]=4)[CH2:15]3)=[C:8]([F:13])[CH:9]=2)[N:4]([CH:27]2[CH2:29][CH2:28]2)[C:3]1=[O:30].C(N(CC)CC)C.[C:38](O[C:38]([O:40][C:41]([CH3:44])([CH3:43])[CH3:42])=[O:39])([O:40][C:41]([CH3:44])([CH3:43])[CH3:42])=[O:39]. Product: [C:41]([O:40][C:38](=[O:39])[NH:25][CH:19]([CH:16]1[CH2:17][CH2:18][N:14]([C:7]2[C:6]([CH3:26])=[C:5]3[C:10]([C:11](=[O:12])[N:2]([NH2:1])[C:3](=[O:30])[N:4]3[CH:27]3[CH2:28][CH2:29]3)=[CH:9][C:8]=2[F:13])[CH2:15]1)[C:20]1[O:21][CH:22]=[CH:23][N:24]=1)([CH3:44])([CH3:43])[CH3:42]. The catalyst class is: 4. (5) Product: [CH:25]([N:26]1[CH2:31][CH2:30][N:29]([CH2:17][CH2:16][CH2:15][CH:13]2[O:12][N:11]=[C:10]([C:6]3[CH:7]=[CH:8][CH:9]=[C:4]([N+:1]([O-:3])=[O:2])[CH:5]=3)[CH2:14]2)[CH2:28][CH2:27]1)([C:32]1[CH:37]=[CH:36][CH:35]=[CH:34][CH:33]=1)[C:19]1[CH:24]=[CH:23][CH:22]=[CH:21][CH:20]=1. Reactant: [N+:1]([C:4]1[CH:5]=[C:6]([C:10]2[CH2:14][CH:13]([CH2:15][CH2:16][CH:17]=O)[O:12][N:11]=2)[CH:7]=[CH:8][CH:9]=1)([O-:3])=[O:2].[C:19]1([CH:25]([C:32]2[CH:37]=[CH:36][CH:35]=[CH:34][CH:33]=2)[N:26]2[CH2:31][CH2:30][NH:29][CH2:28][CH2:27]2)[CH:24]=[CH:23][CH:22]=[CH:21][CH:20]=1.[BH-](OC(C)=O)(OC(C)=O)OC(C)=O.[Na+]. The catalyst class is: 2. (6) Reactant: [C:1]([C@H:5]1[O:9][C:8](=[O:10])[C@@:7]([C:17]2(O)[CH2:21][CH2:20][CH2:19][CH2:18]2)([C:11]2[CH:16]=[CH:15][CH:14]=[CH:13][CH:12]=2)[O:6]1)([CH3:4])([CH3:3])[CH3:2].S(Cl)(Cl)=O.N1C=CC=CC=1.[Cl-].[NH4+]. The catalyst class is: 1. Product: [C:1]([C@H:5]1[O:9][C:8](=[O:10])[C@:7]([C:17]2[CH2:21][CH2:20][CH2:19][CH:18]=2)([C:11]2[CH:12]=[CH:13][CH:14]=[CH:15][CH:16]=2)[O:6]1)([CH3:4])([CH3:2])[CH3:3].